Dataset: Full USPTO retrosynthesis dataset with 1.9M reactions from patents (1976-2016). Task: Predict the reactants needed to synthesize the given product. Given the product [CH2:14]([O:13][C:11](=[O:12])[CH2:10][C:6]([CH:4]1[CH2:5][C:2]([F:8])([F:1])[CH2:3]1)=[O:20])[CH3:15], predict the reactants needed to synthesize it. The reactants are: [F:1][C:2]1([F:8])[CH2:5][CH:4]([C:6]#N)[CH2:3]1.Br[CH2:10][C:11]([O:13][CH2:14][CH3:15])=[O:12].Cl.C1C[O:20]CC1.